This data is from Forward reaction prediction with 1.9M reactions from USPTO patents (1976-2016). The task is: Predict the product of the given reaction. (1) Given the reactants [CH:1]([N:4]1[C:9](=[O:10])[CH:8]=[CH:7][C:6]([C:11]2[C:12]([C:20]3[CH:25]=[CH:24][CH:23]=[CH:22][CH:21]=3)=[N:13][C:14](S(C)=O)=[N:15][CH:16]=2)=[N:5]1)([CH3:3])[CH3:2].[NH2:26][C:27]1[CH:32]=[CH:31][CH:30]=[CH:29][CH:28]=1, predict the reaction product. The product is: [NH:26]([C:14]1[N:13]=[C:12]([C:20]2[CH:25]=[CH:24][CH:23]=[CH:22][CH:21]=2)[C:11]([C:6]2[CH:7]=[CH:8][C:9](=[O:10])[N:4]([CH:1]([CH3:3])[CH3:2])[N:5]=2)=[CH:16][N:15]=1)[C:27]1[CH:32]=[CH:31][CH:30]=[CH:29][CH:28]=1. (2) Given the reactants [Si:1]([O:8][C@@H:9]([CH2:37][C@H:38]([CH3:47])[O:39][Si:40]([CH3:46])([CH3:45])[C:41]([CH3:44])([CH3:43])[CH3:42])[C@H:10](/[CH:19]=[C:20](\[CH3:36])/[CH:21]=[CH:22]/[Sn](CCCC)(CCCC)CCCC)[O:11][Si:12]([CH3:18])([CH3:17])[C:13]([CH3:16])([CH3:15])[CH3:14])([C:4]([CH3:7])([CH3:6])[CH3:5])([CH3:3])[CH3:2].I/[CH:49]=[C:50](\[CH3:61])/[CH:51]=[C:52](\[CH3:60])/[CH:53]=[CH:54]/[C:55]([O:57][CH2:58][CH3:59])=[O:56], predict the reaction product. The product is: [CH2:58]([O:57][C:55](=[O:56])/[CH:54]=[CH:53]/[C:52](/[CH3:60])=[CH:51]/[C:50](/[CH3:61])=[CH:49]/[CH:22]=[CH:21]/[C:20](/[CH3:36])=[CH:19]/[C@H:10]([O:11][Si:12]([C:13]([CH3:16])([CH3:15])[CH3:14])([CH3:17])[CH3:18])[C@@H:9]([O:8][Si:1]([C:4]([CH3:7])([CH3:6])[CH3:5])([CH3:2])[CH3:3])[CH2:37][C@@H:38]([O:39][Si:40]([C:41]([CH3:42])([CH3:43])[CH3:44])([CH3:45])[CH3:46])[CH3:47])[CH3:59]. (3) Given the reactants O1CCOCC1.[Cl:7][C:8]1[N:9]=[N:10][CH:11]=[C:12](Cl)[N:13]=1.Cl.[CH3:16][CH:17]1[NH:22][CH2:21][CH2:20][N:19]2[C:23]([C:26]([F:29])([F:28])[F:27])=[N:24][CH:25]=[C:18]12.C(N(C(C)C)CC)(C)C, predict the reaction product. The product is: [Cl:7][C:8]1[N:9]=[N:10][CH:11]=[C:12]([N:22]2[CH2:21][CH2:20][N:19]3[C:23]([C:26]([F:29])([F:27])[F:28])=[N:24][CH:25]=[C:18]3[CH:17]2[CH3:16])[N:13]=1. (4) Given the reactants Cl[C:2]1[CH:7]=[C:6]([N:8]2[CH2:13][CH2:12][CH2:11][CH2:10][CH2:9]2)[CH:5]=[C:4]([Cl:14])[N:3]=1.CC(C)([O-])C.[K+].C1C=CC(P(C2C(C3C(P(C4C=CC=CC=4)C4C=CC=CC=4)=CC=C4C=3C=CC=C4)=C3C(C=CC=C3)=CC=2)C2C=CC=CC=2)=CC=1.[NH2:67][C:68]1[CH:73]=[CH:72][C:71]([S:74]([NH:77][CH3:78])(=[O:76])=[O:75])=[CH:70][CH:69]=1, predict the reaction product. The product is: [Cl:14][C:4]1[N:3]=[C:2]([NH:67][C:68]2[CH:73]=[CH:72][C:71]([S:74]([NH:77][CH3:78])(=[O:76])=[O:75])=[CH:70][CH:69]=2)[CH:7]=[C:6]([N:8]2[CH2:13][CH2:12][CH2:11][CH2:10][CH2:9]2)[CH:5]=1.